Dataset: Forward reaction prediction with 1.9M reactions from USPTO patents (1976-2016). Task: Predict the product of the given reaction. (1) Given the reactants [F:1][C:2]1[CH:7]=[C:6]([F:8])[CH:5]=[CH:4][C:3]=1[OH:9].CC(C)([O-])C.[K+].Cl[C:17]1[N:22]=[C:21]2[NH:23][N:24]=[C:25]([C:26]3[CH:31]=[CH:30][CH:29]=[CH:28][C:27]=3[Cl:32])[C:20]2=[CH:19][CH:18]=1, predict the reaction product. The product is: [Cl:32][C:27]1[CH:28]=[CH:29][CH:30]=[CH:31][C:26]=1[C:25]1[C:20]2[C:21](=[N:22][C:17]([O:9][C:3]3[CH:4]=[CH:5][C:6]([F:8])=[CH:7][C:2]=3[F:1])=[CH:18][CH:19]=2)[NH:23][N:24]=1. (2) Given the reactants [OH:1][CH:2]1[CH2:7][CH2:6][N:5]([C:8]2[N:13]=[N:12][C:11]([C:14]3[CH:15]=[N:16][CH:17]=[C:18]([CH:24]=3)[C:19]([O:21][CH2:22][CH3:23])=[O:20])=[CH:10][CH:9]=2)[CH2:4][CH2:3]1.[Br:25][C:26]1[CH:27]=[C:28](O)[CH:29]=[CH:30][CH:31]=1.N(C(OCC)=O)=NC(OCC)=O.C1(P(C2C=CC=CC=2)C2C=CC=CC=2)C=CC=CC=1, predict the reaction product. The product is: [Br:25][C:26]1[CH:31]=[C:30]([CH:29]=[CH:28][CH:27]=1)[O:1][CH:2]1[CH2:7][CH2:6][N:5]([C:8]2[N:13]=[N:12][C:11]([C:14]3[CH:15]=[N:16][CH:17]=[C:18]([CH:24]=3)[C:19]([O:21][CH2:22][CH3:23])=[O:20])=[CH:10][CH:9]=2)[CH2:4][CH2:3]1. (3) Given the reactants [N+:1]([C:4]1[CH:9]=[CH:8][C:7]([OH:10])=[CH:6][CH:5]=1)([O-:3])=[O:2].C([O-])([O-])=O.[K+].[K+].Cl[CH2:18][C:19]([O:21][CH3:22])=[O:20], predict the reaction product. The product is: [CH3:22][O:21][C:19](=[O:20])[CH2:18][O:10][C:7]1[CH:8]=[CH:9][C:4]([N+:1]([O-:3])=[O:2])=[CH:5][CH:6]=1. (4) Given the reactants [Cl:1][C:2]1[CH:7]=[CH:6][C:5]([C:8]2[N:12]([CH:13]([CH:16]3[CH2:21][CH2:20][CH2:19][CH2:18][CH2:17]3)[CH2:14][OH:15])[C:11]3[CH:22]=[C:23]([F:27])[C:24]([F:26])=[CH:25][C:10]=3[N:9]=2)=[CH:4][CH:3]=1.O[C:29]1[C:30]([CH3:39])=[C:31]([CH:36]=[CH:37][CH:38]=1)[C:32]([O:34][CH3:35])=[O:33].N(C(OC(C)(C)C)=O)=NC(OC(C)(C)C)=O, predict the reaction product. The product is: [CH3:35][O:34][C:32](=[O:33])[C:31]1[CH:36]=[CH:37][CH:38]=[C:29]([O:15][CH2:14][CH:13]([N:12]2[C:11]3[CH:22]=[C:23]([F:27])[C:24]([F:26])=[CH:25][C:10]=3[N:9]=[C:8]2[C:5]2[CH:6]=[CH:7][C:2]([Cl:1])=[CH:3][CH:4]=2)[CH:16]2[CH2:17][CH2:18][CH2:19][CH2:20][CH2:21]2)[C:30]=1[CH3:39]. (5) Given the reactants [Br:1]N1C(=O)CCC1=O.[C:9]([O:13][CH:14]([C:19]1[C:24]([C:25]([F:28])([F:27])[F:26])=[CH:23][CH:22]=[C:21]([OH:29])[C:20]=1[C:30]1[CH:31]=[CH:32][C:33]2[O:38][CH2:37][CH2:36][CH2:35][C:34]=2[CH:39]=1)[C:15]([O:17][CH3:18])=[O:16])([CH3:12])([CH3:11])[CH3:10].C(NC(C)C)(C)C, predict the reaction product. The product is: [Br:1][C:22]1[CH:23]=[C:24]([C:25]([F:28])([F:27])[F:26])[C:19]([CH:14]([O:13][C:9]([CH3:12])([CH3:10])[CH3:11])[C:15]([O:17][CH3:18])=[O:16])=[C:20]([C:30]2[CH:31]=[CH:32][C:33]3[O:38][CH2:37][CH2:36][CH2:35][C:34]=3[CH:39]=2)[C:21]=1[OH:29]. (6) Given the reactants [CH3:1][O:2][C:3](=[O:15])[C:4]1[C:5](=[C:10]([OH:14])[CH:11]=[CH:12][CH:13]=1)[C:6]([O:8][CH3:9])=[O:7].C(=O)([O-])[O-].[K+].[K+].Br[CH2:23][C:24]1[CH:29]=[CH:28][CH:27]=[C:26]([O:30][CH3:31])[CH:25]=1, predict the reaction product. The product is: [CH3:1][O:2][C:3](=[O:15])[C:4]1[C:5](=[C:10]([O:14][CH2:23][C:24]2[CH:29]=[CH:28][CH:27]=[C:26]([O:30][CH3:31])[CH:25]=2)[CH:11]=[CH:12][CH:13]=1)[C:6]([O:8][CH3:9])=[O:7].